This data is from Full USPTO retrosynthesis dataset with 1.9M reactions from patents (1976-2016). The task is: Predict the reactants needed to synthesize the given product. (1) Given the product [F:24][CH:2]([F:1])[C:3]1[N:8]2[N:9]=[CH:10][C:11]([C:12]#[C:13][C:26]3[CH:27]=[CH:28][C:29]([CH3:39])=[C:30]([S:32]([NH:35][CH2:36][CH2:37][OH:38])(=[O:34])=[O:33])[CH:31]=3)=[C:7]2[N:6]=[C:5]([C:14]2[CH:19]=[CH:18][C:17]([C:20]([F:23])([F:22])[F:21])=[CH:16][CH:15]=2)[CH:4]=1, predict the reactants needed to synthesize it. The reactants are: [F:1][CH:2]([F:24])[C:3]1[N:8]2[N:9]=[CH:10][C:11]([C:12]#[CH:13])=[C:7]2[N:6]=[C:5]([C:14]2[CH:19]=[CH:18][C:17]([C:20]([F:23])([F:22])[F:21])=[CH:16][CH:15]=2)[CH:4]=1.Br[C:26]1[CH:27]=[CH:28][C:29]([CH3:39])=[C:30]([S:32]([NH:35][CH2:36][CH2:37][OH:38])(=[O:34])=[O:33])[CH:31]=1. (2) Given the product [CH3:14][O:13][C:8]1[CH:9]=[C:10]2[C:5](=[CH:6][CH:7]=1)[CH:4]=[C:3]([CH2:2][B:18]1[O:19][C:20]([CH3:22])([CH3:21])[C:16]([CH3:23])([CH3:15])[O:17]1)[CH:12]=[CH:11]2, predict the reactants needed to synthesize it. The reactants are: Cl[CH2:2][C:3]1[CH:12]=[CH:11][C:10]2[C:5](=[CH:6][CH:7]=[C:8]([O:13][CH3:14])[CH:9]=2)[CH:4]=1.[CH3:15][C:16]1([CH3:23])[C:20]([CH3:22])([CH3:21])[O:19][BH:18][O:17]1. (3) Given the product [N+:16]([C:19]1[CH:24]=[CH:23][C:22]([O:25][CH2:26][CH2:27][C:10]2([C:1]3[CH:6]=[CH:5][CH:4]=[CH:3][CH:2]=3)[CH:11]=[CH:12][CH:13]=[CH:14][CH2:15]2)=[CH:21][CH:20]=1)([O-:18])=[O:17], predict the reactants needed to synthesize it. The reactants are: [C:1]1([C:10]2[CH:15]=[CH:14][CH:13]=[CH:12][CH:11]=2)[C:2](CCO)=[CH:3][CH:4]=[CH:5][CH:6]=1.[N+:16]([C:19]1[CH:24]=[CH:23][C:22]([OH:25])=[CH:21][CH:20]=1)([O-:18])=[O:17].[C:26]1(P(C2C=CC=CC=2)C2C=CC=CC=2)C=CC=C[CH:27]=1.CCOC(/N=N/C(OCC)=O)=O. (4) Given the product [CH3:1][C:2]1[CH:6]=[C:5]([C:7]2[CH:12]=[C:11]([O:13][C:14]3[CH:15]=[CH:16][C:17]([NH2:20])=[N:18][CH:19]=3)[CH:10]=[CH:9][N:8]=2)[O:4][N:3]=1, predict the reactants needed to synthesize it. The reactants are: [CH3:1][C:2]1[CH:6]=[C:5]([C:7]2[CH:12]=[C:11]([O:13][C:14]3[CH:15]=[CH:16][C:17]([NH:20]C(=O)OC(C)(C)C)=[N:18][CH:19]=3)[CH:10]=[CH:9][N:8]=2)[O:4][N:3]=1.Cl. (5) Given the product [CH3:2][O:3][CH:4]=[CH:36][C:35]1[CH:38]=[CH:39][C:32]([CH:29]([CH3:31])[CH3:30])=[CH:33][CH:34]=1, predict the reactants needed to synthesize it. The reactants are: [Cl-].[CH3:2][O:3][CH2:4][P+](C1C=CC=CC=1)(C1C=CC=CC=1)C1C=CC=CC=1.C([Li])CCC.[CH:29]([C:32]1[CH:39]=[CH:38][C:35]([CH:36]=O)=[CH:34][CH:33]=1)([CH3:31])[CH3:30].[Cl-].[Na+]. (6) Given the product [I:1][C:5]1[C:6]2[C:11](=[C:10]([CH:12]=[O:13])[CH:9]=[CH:8][CH:7]=2)[NH:3][CH:4]=1, predict the reactants needed to synthesize it. The reactants are: [I:1]I.[NH:3]1[C:11]2[C:6](=[CH:7][CH:8]=[CH:9][C:10]=2[CH:12]=[O:13])[CH:5]=[CH:4]1.[OH-].[K+].C(OC(=O)C)C.